From a dataset of Full USPTO retrosynthesis dataset with 1.9M reactions from patents (1976-2016). Predict the reactants needed to synthesize the given product. (1) Given the product [Cl:30][C:26]1[CH:27]=[CH:28][CH:29]=[C:24]([Cl:23])[C:25]=1[C:31]1[C:35]([CH2:36][O:1][C:2]2[CH:3]=[CH:4][C:5]([NH:8][C:9]3[CH:10]=[CH:11][CH:12]=[C:13]4[C:18]=3[CH:17]=[C:16]([C:19]([O:21][CH3:22])=[O:20])[CH:15]=[CH:14]4)=[CH:6][CH:7]=2)=[C:34]([CH:38]([CH3:40])[CH3:39])[O:33][N:32]=1, predict the reactants needed to synthesize it. The reactants are: [OH:1][C:2]1[CH:7]=[CH:6][C:5]([NH:8][C:9]2[CH:10]=[CH:11][CH:12]=[C:13]3[C:18]=2[CH:17]=[C:16]([C:19]([O:21][CH3:22])=[O:20])[CH:15]=[CH:14]3)=[CH:4][CH:3]=1.[Cl:23][C:24]1[CH:29]=[CH:28][CH:27]=[C:26]([Cl:30])[C:25]=1[C:31]1[C:35]([CH2:36]O)=[C:34]([CH:38]([CH3:40])[CH3:39])[O:33][N:32]=1.C1(P(C2C=CC=CC=2)C2C=CC=CC=2)C=CC=CC=1.N(C(OC(C)C)=O)=NC(OC(C)C)=O. (2) The reactants are: [CH2:1]([O:8][C:9](=[O:25])[CH2:10][C:11]1[CH:16]=[C:15]([O:17][CH3:18])[C:14]([O:19][CH3:20])=[CH:13][C:12]=1[S:21](Cl)(=[O:23])=[O:22])[C:2]1[CH:7]=[CH:6][CH:5]=[CH:4][CH:3]=1.C(N(CC)CC)C.[NH:33]1[CH2:38][CH2:37][O:36][CH2:35][CH2:34]1.O. Given the product [CH2:1]([O:8][C:9](=[O:25])[CH2:10][C:11]1[CH:16]=[C:15]([O:17][CH3:18])[C:14]([O:19][CH3:20])=[CH:13][C:12]=1[S:21]([N:33]1[CH2:38][CH2:37][O:36][CH2:35][CH2:34]1)(=[O:23])=[O:22])[C:2]1[CH:7]=[CH:6][CH:5]=[CH:4][CH:3]=1, predict the reactants needed to synthesize it. (3) Given the product [Cl:9][C:10]1[CH:11]=[C:12]([CH:17]([CH:27]([OH:28])[C:26]2[CH:25]=[N:24][CH:23]=[C:22]([O:21][CH3:20])[CH:29]=2)[C:18]#[N:19])[CH:13]=[CH:14][C:15]=1[Cl:16], predict the reactants needed to synthesize it. The reactants are: [Li+].CC([N-]C(C)C)C.[Cl:9][C:10]1[CH:11]=[C:12]([CH2:17][C:18]#[N:19])[CH:13]=[CH:14][C:15]=1[Cl:16].[CH3:20][O:21][C:22]1[CH:23]=[N:24][CH:25]=[C:26]([CH:29]=1)[CH:27]=[O:28]. (4) Given the product [C:1]([O:5][C:6]([N:8]([C:10](=[O:17])[C:11]1[CH:16]=[CH:15][CH:14]=[CH:13][CH:12]=1)[NH:9][Cl:18])=[O:7])([CH3:4])([CH3:2])[CH3:3], predict the reactants needed to synthesize it. The reactants are: [C:1]([O:5][C:6]([N:8]([C:10](=[O:17])[C:11]1[CH:16]=[CH:15][CH:14]=[CH:13][CH:12]=1)[NH2:9])=[O:7])([CH3:4])([CH3:3])[CH3:2].[Cl:18]N1C(=O)CCC1=O.